Dataset: Full USPTO retrosynthesis dataset with 1.9M reactions from patents (1976-2016). Task: Predict the reactants needed to synthesize the given product. (1) Given the product [CH2:35]([NH:40][S:29]([NH:32][C:33](=[O:34])[O:27][CH2:26]/[CH:25]=[CH:24]/[C:14]1[CH:15]=[CH:16][C:17]([O:19][CH2:20][CH2:21][O:22][CH3:23])=[CH:18][C:13]=1[O:12][C:3]1[C:2]([Cl:1])=[CH:7][C:6]([C:8]([F:9])([F:11])[F:10])=[CH:5][N:4]=1)(=[O:31])=[O:30])[CH2:36][CH2:37][CH2:38][CH3:39], predict the reactants needed to synthesize it. The reactants are: [Cl:1][C:2]1[C:3]([O:12][C:13]2[CH:18]=[C:17]([O:19][CH2:20][CH2:21][O:22][CH3:23])[CH:16]=[CH:15][C:14]=2/[CH:24]=[CH:25]/[CH2:26][OH:27])=[N:4][CH:5]=[C:6]([C:8]([F:11])([F:10])[F:9])[CH:7]=1.Cl[S:29]([N:32]=[C:33]=[O:34])(=[O:31])=[O:30].[CH2:35]([NH2:40])[CH2:36][CH2:37][CH2:38][CH3:39].Cl. (2) Given the product [F:1][C:2]1[C:3]([NH:8][C:9]([NH:11][C:12]2[CH:17]=[C:16]([C:18]([F:21])([F:20])[F:19])[CH:15]=[CH:14][C:13]=2[O:22][CH3:23])=[O:10])=[C:4](/[CH:35]=[CH:34]/[C:33]([O:37][CH3:38])=[O:36])[CH:5]=[CH:6][CH:7]=1, predict the reactants needed to synthesize it. The reactants are: [F:1][C:2]1[CH:7]=[CH:6][CH:5]=[CH:4][C:3]=1[NH:8][C:9]([NH:11][C:12]1[CH:17]=[C:16]([C:18]([F:21])([F:20])[F:19])[CH:15]=[CH:14][C:13]=1[O:22][CH3:23])=[O:10].OS(O)(=O)=O.O=S(=O)=O.[C:33]([O:37][CH3:38])(=[O:36])[CH:34]=[CH2:35].